Predict the product of the given reaction. From a dataset of Forward reaction prediction with 1.9M reactions from USPTO patents (1976-2016). (1) Given the reactants CC([N:5]([C@H:9]1[CH2:14][CH2:13][N:12]([CH2:15][CH2:16][C:17]2[C:26]3[N:25]([CH3:27])[C:24](=[O:28])[CH:23]=[CH:22][C:21]=3[N:20]=[CH:19][C:18]=2[Cl:29])[CH2:11][C@H:10]1[OH:30])C(=O)[O-])(C)C.FC(F)(F)C(O)=O, predict the reaction product. The product is: [NH2:5][C@H:9]1[CH2:14][CH2:13][N:12]([CH2:15][CH2:16][C:17]2[C:18]([Cl:29])=[CH:19][N:20]=[C:21]3[C:26]=2[N:25]([CH3:27])[C:24](=[O:28])[CH:23]=[CH:22]3)[CH2:11][C@H:10]1[OH:30]. (2) Given the reactants [F:1][C:2]1[CH:7]=[CH:6][C:5]([C:8]2[N:12]=[C:11]([NH2:13])[NH:10][N:9]=2)=[CH:4][CH:3]=1.[C:14]([N:17]1[C:25]2[C:20](=[CH:21][C:22]([C:26](=O)[CH2:27][C:28](OCC)=[O:29])=[CH:23][CH:24]=2)[CH:19]=[N:18]1)(=[O:16])[CH3:15].CC1C=CC(S(O)(=O)=O)=CC=1, predict the reaction product. The product is: [C:14]([N:17]1[C:25]2[C:20](=[CH:21][C:22]([C:26]3[NH:13][C:11]4[N:10]([N:9]=[C:8]([C:5]5[CH:4]=[CH:3][C:2]([F:1])=[CH:7][CH:6]=5)[N:12]=4)[C:28](=[O:29])[CH:27]=3)=[CH:23][CH:24]=2)[CH:19]=[N:18]1)(=[O:16])[CH3:15]. (3) The product is: [CH3:27][O:26][C:24](=[O:25])[C@H:23]([NH:22][S:15]([C:13]1[CH:12]=[CH:11][C:9]2[S:10][C:6]3[CH:5]=[C:4]([N+:1]([O-:3])=[O:2])[CH:20]=[CH:19][C:7]=3[C:8]=2[CH:14]=1)(=[O:17])=[O:16])[CH:28]([CH3:30])[CH3:29]. Given the reactants [N+:1]([C:4]1[CH:20]=[CH:19][C:7]2[C:8]3[CH:14]=[C:13]([S:15](Cl)(=[O:17])=[O:16])[CH:12]=[CH:11][C:9]=3[S:10][C:6]=2[CH:5]=1)([O-:3])=[O:2].Cl.[NH2:22][C@H:23]([CH:28]([CH3:30])[CH3:29])[C:24]([O:26][CH3:27])=[O:25].C(Cl)Cl.C(N(CC)C(C)C)(C)C, predict the reaction product. (4) Given the reactants [C:1]([O:5][C:6]([N:8]1[CH2:13][CH2:12][O:11][CH:10]([C:14]2[CH:19]=[CH:18][C:17](Br)=[C:16]([F:21])[CH:15]=2)[CH2:9]1)=[O:7])([CH3:4])([CH3:3])[CH3:2].[Cu][C:23]#[N:24], predict the reaction product. The product is: [C:23]([C:17]1[CH:18]=[CH:19][C:14]([CH:10]2[O:11][CH2:12][CH2:13][N:8]([C:6]([O:5][C:1]([CH3:4])([CH3:3])[CH3:2])=[O:7])[CH2:9]2)=[CH:15][C:16]=1[F:21])#[N:24]. (5) Given the reactants [F:1][C:2]1[CH:3]=[C:4]([NH:11]C(=O)C(C)(C)C)[CH:5]=[CH:6][C:7]=1[N+:8]([O-:10])=[O:9].C(=O)([O-])[O-].[K+].[K+], predict the reaction product. The product is: [F:1][C:2]1[CH:3]=[C:4]([CH:5]=[CH:6][C:7]=1[N+:8]([O-:10])=[O:9])[NH2:11]. (6) Given the reactants C(OC(=O)[NH:10][CH:11]1[C:17](=[O:18])[NH:16][C:15]2[C:19]([CH2:23][O:24][Si](C(C)(C)C)(C)C)=[CH:20][CH:21]=[CH:22][C:14]=2[C:13]([C:32]2[CH:37]=[CH:36][CH:35]=[C:34]([F:38])[CH:33]=2)=[N:12]1)C1C=CC=CC=1.CC(O)=O.CCOCC, predict the reaction product. The product is: [NH2:10][CH:11]1[C:17](=[O:18])[NH:16][C:15]2[C:19]([CH2:23][OH:24])=[CH:20][CH:21]=[CH:22][C:14]=2[C:13]([C:32]2[CH:37]=[CH:36][CH:35]=[C:34]([F:38])[CH:33]=2)=[N:12]1. (7) The product is: [F:7][C:2]([C:3]1[O:4][N:11]=[C:10]([C:12]23[CH2:19][CH2:18][C:15]([C:20]4[N:24]([CH3:25])[C:23]([C:26]5[CH:31]=[CH:30][CH:29]=[CH:28][C:27]=5[C:32]([F:35])([F:34])[F:33])=[N:22][N:21]=4)([CH2:16][CH2:17]2)[CH2:14][CH2:13]3)[N:9]=1)([CH3:6])[CH3:1]. Given the reactants [CH3:1][C:2]([F:7])([CH3:6])[C:3](O)=[O:4].O[N:9]=[C:10]([C:12]12[CH2:19][CH2:18][C:15]([C:20]3[N:24]([CH3:25])[C:23]([C:26]4[CH:31]=[CH:30][CH:29]=[CH:28][C:27]=4[C:32]([F:35])([F:34])[F:33])=[N:22][N:21]=3)([CH2:16][CH2:17]1)[CH2:14][CH2:13]2)[NH2:11], predict the reaction product. (8) Given the reactants CO[CH:3](OC)[CH2:4][C:5]1[C:6]([C:13]([NH2:15])=[O:14])=[N:7][CH:8]=[C:9]([O:11][CH3:12])[CH:10]=1.CC1C=CC(S(O)(=O)=O)=CC=1, predict the reaction product. The product is: [CH3:12][O:11][C:9]1[CH:8]=[N:7][C:6]2[C:13](=[O:14])[NH:15][CH:3]=[CH:4][C:5]=2[CH:10]=1.